Dataset: Full USPTO retrosynthesis dataset with 1.9M reactions from patents (1976-2016). Task: Predict the reactants needed to synthesize the given product. (1) Given the product [CH:7]([N-:6][CH:10]([CH3:12])[CH3:11])([CH3:9])[CH3:8].[Li+:1].[CH2:21]([O:28][CH2:29][CH:30]([C:13]1([C:19]#[N:20])[CH2:18][CH2:17][CH2:16][CH2:15][CH2:14]1)[OH:31])[C:22]1[CH:27]=[CH:26][CH:25]=[CH:24][CH:23]=1, predict the reactants needed to synthesize it. The reactants are: [Li:1]CCCC.[NH:6]([CH:10]([CH3:12])[CH3:11])[CH:7]([CH3:9])[CH3:8].[CH:13]1([C:19]#[N:20])[CH2:18][CH2:17][CH2:16][CH2:15][CH2:14]1.[CH2:21]([O:28][CH2:29][CH:30]=[O:31])[C:22]1[CH:27]=[CH:26][CH:25]=[CH:24][CH:23]=1.[NH4+].[Cl-]. (2) Given the product [NH2:1][C:2]1[N:7]=[C:6]([O:27][CH2:26][C:21]2[C:20]([CH3:19])=[CH:25][CH:24]=[CH:23][N:22]=2)[C:5]([C:11]#[N:12])=[C:4]([C:13]2[CH:18]=[CH:17][CH:16]=[CH:15][N:14]=2)[N:3]=1, predict the reactants needed to synthesize it. The reactants are: [NH2:1][C:2]1[N:7]=[C:6](S(C)=O)[C:5]([C:11]#[N:12])=[C:4]([C:13]2[CH:18]=[CH:17][CH:16]=[CH:15][N:14]=2)[N:3]=1.[CH3:19][C:20]1[C:21]([CH2:26][OH:27])=[N:22][CH:23]=[CH:24][CH:25]=1.C1CCN2C(=NCCC2)CC1. (3) Given the product [F:40][C:38]1([F:41])[CH2:39][CH:36]([CH2:35][O:17][C:15]2[CH:14]=[CH:13][C:11]3[N:12]=[C:8]([C:7]4[N:6]=[CH:5][C:4]([O:18][CH2:19][C@@H:20]([NH:22][C:23](=[O:29])[O:24][C:25]([CH3:28])([CH3:27])[CH3:26])[CH3:21])=[CH:3][C:2]=4[F:1])[O:9][C:10]=3[CH:16]=2)[CH2:37]1, predict the reactants needed to synthesize it. The reactants are: [F:1][C:2]1[CH:3]=[C:4]([O:18][CH2:19][C@@H:20]([NH:22][C:23](=[O:29])[O:24][C:25]([CH3:28])([CH3:27])[CH3:26])[CH3:21])[CH:5]=[N:6][C:7]=1[C:8]1[O:9][C:10]2[CH:16]=[C:15]([OH:17])[CH:14]=[CH:13][C:11]=2[N:12]=1.CS(O[CH2:35][CH:36]1[CH2:39][C:38]([F:41])([F:40])[CH2:37]1)(=O)=O.C(=O)([O-])[O-].[K+].[K+].CN(C=O)C. (4) Given the product [CH2:1]([C:3]1[O:4][C:5]([C:8]2[CH:13]=[CH:12][C:11]([NH:14][C:24]([NH2:23])=[S:25])=[CH:10][CH:9]=2)=[CH:6][N:7]=1)[CH3:2], predict the reactants needed to synthesize it. The reactants are: [CH2:1]([C:3]1[O:4][C:5]([C:8]2[CH:13]=[CH:12][C:11]([NH2:14])=[CH:10][CH:9]=2)=[CH:6][N:7]=1)[CH3:2].C([N:23]=[C:24]=[S:25])(=O)C1C=CC=CC=1.C(=O)([O-])[O-].[K+].[K+]. (5) Given the product [CH3:1][O:2][C:3](=[O:33])[CH2:4][C@H:5]1[C:9]2[CH:10]=[CH:11][C:12]([O:14][C@H:15]3[C:16]4[C:21](=[C:20]([C:35]5[N:36]([CH3:40])[CH:37]=[CH:38][N:39]=5)[CH:19]=[CH:18][CH:17]=4)[CH2:22][CH2:23]3)=[CH:13][C:8]=2[O:7][CH2:6]1, predict the reactants needed to synthesize it. The reactants are: [CH3:1][O:2][C:3](=[O:33])[CH2:4][C@H:5]1[C:9]2[CH:10]=[CH:11][C:12]([O:14][C@H:15]3[C:23]4[C:18](=[C:19](B5OC(C)(C)C(C)(C)O5)[CH:20]=[CH:21][CH:22]=4)[CH2:17][CH2:16]3)=[CH:13][C:8]=2[O:7][CH2:6]1.I[C:35]1[N:36]([CH3:40])[CH:37]=[CH:38][N:39]=1. (6) Given the product [C:1]([O:5][C:6]([N:8]1[C@H:13]([C:14](=[O:16])[NH:17][CH:18]2[CH2:23][CH2:22][CH2:21][CH2:20][C:19]2=[O:24])[CH2:12][C@@H:11]2[C@H:9]1[CH2:10]2)=[O:7])([CH3:2])([CH3:3])[CH3:4], predict the reactants needed to synthesize it. The reactants are: [C:1]([O:5][C:6]([N:8]1[C@H:13]([C:14]([OH:16])=O)[CH2:12][C@@H:11]2[C@H:9]1[CH2:10]2)=[O:7])([CH3:4])([CH3:3])[CH3:2].[NH2:17][CH:18]1[CH2:23][CH2:22][CH2:21][CH2:20][C:19]1=[O:24].OC1(C(F)(F)F)CCCC(NC([C@@H]2C[C@@H]3[C@@H](C3)N2C(=O)CN2C3=CN=CC=C3C(C(=O)C)=N2)=O)C1. (7) Given the product [Cl:17][C:14]1[S:13][C:12]([C:10](=[O:11])[CH:3]([NH:2][C:23](=[O:24])[C:22]2[CH:26]=[CH:27][C:19]([F:18])=[CH:20][CH:21]=2)[CH2:4][C:5]([O:7][CH2:8][CH3:9])=[O:6])=[CH:16][CH:15]=1, predict the reactants needed to synthesize it. The reactants are: Cl.[NH2:2][CH:3]([C:10]([C:12]1[S:13][C:14]([Cl:17])=[CH:15][CH:16]=1)=[O:11])[CH2:4][C:5]([O:7][CH2:8][CH3:9])=[O:6].[F:18][C:19]1[CH:27]=[CH:26][C:22]([C:23](Cl)=[O:24])=[CH:21][CH:20]=1.C(=O)([O-])O.[Na+]. (8) Given the product [CH3:1][O:2][C:3]1[CH:4]=[C:5]2[O:28][C:27]([CH3:30])([CH3:29])[CH:26]=[CH:25][C:6]2=[C:7]2[C:16]=1[C:15](=[O:17])[C:14]1[CH:13]=[C:12]3[CH:18]=[CH:19][CH:20]=[CH:21][C:11]3=[C:10]([N+:22]([O-:24])=[O:23])[C:9]=1[N:8]2[CH3:34], predict the reactants needed to synthesize it. The reactants are: [CH3:1][O:2][C:3]1[CH:4]=[C:5]2[O:28][C:27]([CH3:30])([CH3:29])[CH:26]=[CH:25][C:6]2=[C:7]2[C:16]=1[C:15](=[O:17])[C:14]1[CH:13]=[C:12]3[CH:18]=[CH:19][CH:20]=[CH:21][C:11]3=[C:10]([N+:22]([O-:24])=[O:23])[C:9]=1[NH:8]2.[H-].[Na+].I[CH3:34].